From a dataset of NCI-60 drug combinations with 297,098 pairs across 59 cell lines. Regression. Given two drug SMILES strings and cell line genomic features, predict the synergy score measuring deviation from expected non-interaction effect. (1) Drug 1: CCC1(CC2CC(C3=C(CCN(C2)C1)C4=CC=CC=C4N3)(C5=C(C=C6C(=C5)C78CCN9C7C(C=CC9)(C(C(C8N6C)(C(=O)OC)O)OC(=O)C)CC)OC)C(=O)OC)O.OS(=O)(=O)O. Drug 2: CC1=C2C(C(=O)C3(C(CC4C(C3C(C(C2(C)C)(CC1OC(=O)C(C(C5=CC=CC=C5)NC(=O)OC(C)(C)C)O)O)OC(=O)C6=CC=CC=C6)(CO4)OC(=O)C)O)C)O. Cell line: ACHN. Synergy scores: CSS=2.71, Synergy_ZIP=-1.18, Synergy_Bliss=-0.587, Synergy_Loewe=-1.61, Synergy_HSA=-1.15. (2) Drug 1: C1=NC2=C(N=C(N=C2N1C3C(C(C(O3)CO)O)O)F)N. Synergy scores: CSS=17.9, Synergy_ZIP=-3.26, Synergy_Bliss=2.39, Synergy_Loewe=-0.292, Synergy_HSA=-1.43. Drug 2: CC1=C2C(C(=O)C3(C(CC4C(C3C(C(C2(C)C)(CC1OC(=O)C(C(C5=CC=CC=C5)NC(=O)OC(C)(C)C)O)O)OC(=O)C6=CC=CC=C6)(CO4)OC(=O)C)O)C)O. Cell line: NCI-H522. (3) Drug 1: CC1=C(C=C(C=C1)NC2=NC=CC(=N2)N(C)C3=CC4=NN(C(=C4C=C3)C)C)S(=O)(=O)N.Cl. Drug 2: C1=NC2=C(N1)C(=S)N=CN2. Cell line: HS 578T. Synergy scores: CSS=-2.57, Synergy_ZIP=-8.32, Synergy_Bliss=-20.9, Synergy_Loewe=-42.6, Synergy_HSA=-22.9. (4) Drug 1: CC1C(C(CC(O1)OC2CC(CC3=C2C(=C4C(=C3O)C(=O)C5=C(C4=O)C(=CC=C5)OC)O)(C(=O)CO)O)N)O.Cl. Drug 2: CS(=O)(=O)OCCCCOS(=O)(=O)C. Cell line: HOP-92. Synergy scores: CSS=2.05, Synergy_ZIP=6.59, Synergy_Bliss=2.62, Synergy_Loewe=-1.83, Synergy_HSA=0.567.